From a dataset of Forward reaction prediction with 1.9M reactions from USPTO patents (1976-2016). Predict the product of the given reaction. Given the reactants [Cl:1][C:2]1[CH:3]=[C:4]([C@@H:8]([OH:27])[CH2:9][N:10]([CH2:18][CH2:19][C:20]2[CH:25]=[CH:24][C:23]([OH:26])=[CH:22][CH:21]=2)[C:11](=[O:17])[O:12][C:13]([CH3:16])([CH3:15])[CH3:14])[CH:5]=[CH:6][CH:7]=1.O[CH2:29][C:30]1[CH:31]=[C:32]([CH:40]=[CH:41][CH:42]=1)[O:33][CH2:34][C:35]([O:37][CH2:38][CH3:39])=[O:36].C1(P(C2C=CC=CC=2)C2C=CC=CC=2)C=CC=CC=1.N(C(OCC)=O)=NC(OCC)=O, predict the reaction product. The product is: [C:13]([O:12][C:11]([N:10]([CH2:9][C@@H:8]([C:4]1[CH:5]=[CH:6][CH:7]=[C:2]([Cl:1])[CH:3]=1)[OH:27])[CH2:18][CH2:19][C:20]1[CH:25]=[CH:24][C:23]([O:26][CH2:29][C:30]2[CH:31]=[C:32]([CH:40]=[CH:41][CH:42]=2)[O:33][CH2:34][C:35]([O:37][CH2:38][CH3:39])=[O:36])=[CH:22][CH:21]=1)=[O:17])([CH3:16])([CH3:14])[CH3:15].